From a dataset of Peptide-MHC class II binding affinity with 134,281 pairs from IEDB. Regression. Given a peptide amino acid sequence and an MHC pseudo amino acid sequence, predict their binding affinity value. This is MHC class II binding data. (1) The peptide sequence is ILDLCYQLSMRIANQ. The MHC is DRB1_0802 with pseudo-sequence DRB1_0802. The binding affinity (normalized) is 0.131. (2) The peptide sequence is MYFHRRDLRLASNAI. The MHC is DRB1_0301 with pseudo-sequence DRB1_0301. The binding affinity (normalized) is 0.339. (3) The peptide sequence is PHCALMDCIIFESAS. The MHC is DRB1_0101 with pseudo-sequence DRB1_0101. The binding affinity (normalized) is 0. (4) The peptide sequence is AIVYYSMYGHIKKMA. The MHC is DRB5_0101 with pseudo-sequence DRB5_0101. The binding affinity (normalized) is 0.865. (5) The peptide sequence is LERYIYNREERVRFD. The MHC is DRB1_1101 with pseudo-sequence DRB1_1101. The binding affinity (normalized) is 0.376.